Dataset: Full USPTO retrosynthesis dataset with 1.9M reactions from patents (1976-2016). Task: Predict the reactants needed to synthesize the given product. (1) Given the product [CH2:19]([O:18][C@H:17]1[C@H:14]2[O:15][CH2:16][C@:11]1([CH2:10][OH:9])[O:12][C@H:13]2[N:26]1[CH:34]=[N:33][C:32]2[C:31](=[O:35])[NH:30][CH:29]=[N:28][C:27]1=2)[C:20]1[CH:25]=[CH:24][CH:23]=[CH:22][CH:21]=1, predict the reactants needed to synthesize it. The reactants are: C([O:9][CH2:10][C@:11]12[C@@H:17]([O:18][CH2:19][C:20]3[CH:25]=[CH:24][CH:23]=[CH:22][CH:21]=3)[C@@H:14]([O:15][CH2:16]1)[C@H:13]([N:26]1[CH:34]=[N:33][C:32]3[C:31](=[O:35])[NH:30][CH:29]=[N:28][C:27]1=3)[O:12]2)(=O)C1C=CC=CC=1.[OH-].[Na+].C(O)(=O)C. (2) Given the product [CH:1]1([CH:4]([OH:29])[CH2:5][O:6][C:7]2[CH:8]=[CH:9][C:10]([N:13]3[CH:18]=[CH:17][C:16]([O:19][CH2:20][C:21]4[CH:22]=[CH:23][C:24]([F:27])=[CH:25][CH:26]=4)=[CH:15][C:14]3=[O:28])=[CH:11][CH:12]=2)[CH2:3][CH2:2]1, predict the reactants needed to synthesize it. The reactants are: [CH:1]1([C:4](=[O:29])[CH2:5][O:6][C:7]2[CH:12]=[CH:11][C:10]([N:13]3[CH:18]=[CH:17][C:16]([O:19][CH2:20][C:21]4[CH:26]=[CH:25][C:24]([F:27])=[CH:23][CH:22]=4)=[CH:15][C:14]3=[O:28])=[CH:9][CH:8]=2)[CH2:3][CH2:2]1.[BH4-].[Na+]. (3) Given the product [F:1][C:2]1[C:3]2[CH:4]=[C:5]3[C:11]4[N:16]=[C:15]([C:17]5[C:18]([N:37]([CH3:42])[S:38]([CH3:41])(=[O:39])=[O:40])=[CH:19][C:20]6[O:24][C:23]([C:25]7[CH:26]=[CH:27][C:28]([F:31])=[CH:29][CH:30]=7)=[C:22]([C:32]([NH:34][CH3:35])=[O:33])[C:21]=6[CH:36]=5)[CH:14]=[CH:13][C:12]=4[CH2:43][N:6]3[C:7]=2[CH:8]=[CH:9][CH:10]=1, predict the reactants needed to synthesize it. The reactants are: [F:1][C:2]1[CH:10]=[CH:9][CH:8]=[C:7]2[C:3]=1[CH:4]=[C:5]([C:11]1[N:16]=[C:15]([C:17]3[C:18]([N:37]([CH3:42])[S:38]([CH3:41])(=[O:40])=[O:39])=[CH:19][C:20]4[O:24][C:23]([C:25]5[CH:30]=[CH:29][C:28]([F:31])=[CH:27][CH:26]=5)=[C:22]([C:32]([NH:34][CH3:35])=[O:33])[C:21]=4[CH:36]=3)[CH:14]=[CH:13][C:12]=1[CH2:43]O)[NH:6]2.N(C(OC(C)C)=O)=NC(OC(C)C)=O.C1C=CC(P(C2C=CC=CC=2)C2C=CC=CC=2)=CC=1.